From a dataset of NCI-60 drug combinations with 297,098 pairs across 59 cell lines. Regression. Given two drug SMILES strings and cell line genomic features, predict the synergy score measuring deviation from expected non-interaction effect. (1) Drug 1: C1=C(C(=O)NC(=O)N1)N(CCCl)CCCl. Drug 2: C1=CC=C(C=C1)NC(=O)CCCCCCC(=O)NO. Cell line: T-47D. Synergy scores: CSS=39.0, Synergy_ZIP=4.35, Synergy_Bliss=7.57, Synergy_Loewe=8.49, Synergy_HSA=9.13. (2) Drug 1: CNC(=O)C1=CC=CC=C1SC2=CC3=C(C=C2)C(=NN3)C=CC4=CC=CC=N4. Drug 2: CC(C)CN1C=NC2=C1C3=CC=CC=C3N=C2N. Cell line: OVCAR3. Synergy scores: CSS=-0.227, Synergy_ZIP=3.71, Synergy_Bliss=2.18, Synergy_Loewe=-3.18, Synergy_HSA=-2.41.